From a dataset of Peptide-MHC class II binding affinity with 134,281 pairs from IEDB. Regression. Given a peptide amino acid sequence and an MHC pseudo amino acid sequence, predict their binding affinity value. This is MHC class II binding data. (1) The peptide sequence is GELQIVDKDDAAFKI. The MHC is DRB1_0401 with pseudo-sequence DRB1_0401. The binding affinity (normalized) is 0.433. (2) The peptide sequence is AVQVTFTVQKGSDPKKLVLNIKYTRPGDSL. The MHC is HLA-DPA10201-DPB10101 with pseudo-sequence HLA-DPA10201-DPB10101. The binding affinity (normalized) is 0.405.